From a dataset of Catalyst prediction with 721,799 reactions and 888 catalyst types from USPTO. Predict which catalyst facilitates the given reaction. Reactant: [Br:1][C:2]1[C:11]2[C:6](=[C:7]([N+:12]([O-:14])=[O:13])[CH:8]=[CH:9][CH:10]=2)[CH:5]=[C:4]([OH:15])[C:3]=1O.[C:17]([O-:20])([O-])=O.[K+].[K+].[CH3:23]I. Product: [Br:1][C:2]1[C:11]2[C:6](=[C:7]([N+:12]([O-:14])=[O:13])[CH:8]=[CH:9][CH:10]=2)[CH:5]=[C:4]([O:15][CH3:23])[C:3]=1[O:20][CH3:17]. The catalyst class is: 18.